This data is from Retrosynthesis with 50K atom-mapped reactions and 10 reaction types from USPTO. The task is: Predict the reactants needed to synthesize the given product. (1) Given the product Cc1cc(S(C)(=O)=O)ccc1C(=O)Nc1ccc(Cl)c(-c2ccccn2)c1, predict the reactants needed to synthesize it. The reactants are: Cc1cc(S(C)(=O)=O)ccc1C(=O)O.Nc1ccc(Cl)c(-c2ccccn2)c1. (2) Given the product Cc1nc(-c2ccccc2)oc1-c1cc(CN)[nH]n1, predict the reactants needed to synthesize it. The reactants are: Cc1nc(-c2ccccc2)oc1-c1cc(CNC(=O)OC(C)(C)C)[nH]n1. (3) The reactants are: CCOC(=O)N1CCC(Nc2ccccc2[N+](=O)[O-])CC1. Given the product CCOC(=O)N1CCC(Nc2ccccc2N)CC1, predict the reactants needed to synthesize it. (4) Given the product O=[N+]([O-])c1cc(C=NO)ccc1Br, predict the reactants needed to synthesize it. The reactants are: NO.O=Cc1ccc(Br)c([N+](=O)[O-])c1. (5) Given the product O=C(O)Cc1c(-c2ccc(Cl)c(S(=O)(=O)NC3CCCCC3)c2)[nH]c2ccccc12, predict the reactants needed to synthesize it. The reactants are: NNc1ccccc1.O=C(O)CCC(=O)c1ccc(Cl)c(S(=O)(=O)NC2CCCCC2)c1. (6) Given the product CNC(Cc1ccc(C(F)(F)F)cc1N)c1sccc1C, predict the reactants needed to synthesize it. The reactants are: CNC(Cc1ccc(C(F)(F)F)cc1[N+](=O)[O-])c1sccc1C.